Dataset: Full USPTO retrosynthesis dataset with 1.9M reactions from patents (1976-2016). Task: Predict the reactants needed to synthesize the given product. (1) Given the product [C:8]([C:11]1[CH:12]=[C:13]([C:17]2[CH:22]=[CH:21][C:20]([C:23]3[C:24]([C:31]4[CH:36]=[C:35]([CH3:37])[CH:34]=[C:33]([OH:38])[CH:32]=4)=[N:25][N:26]([CH2:28][C:29]#[N:30])[CH:27]=3)=[CH:19][N:18]=2)[CH:14]=[CH:15][CH:16]=1)(=[O:10])[CH3:9], predict the reactants needed to synthesize it. The reactants are: B(F)(F)F.CSC.[C:8]([C:11]1[CH:12]=[C:13]([C:17]2[CH:22]=[CH:21][C:20]([C:23]3[C:24]([C:31]4[CH:36]=[C:35]([CH3:37])[CH:34]=[C:33]([O:38]C)[CH:32]=4)=[N:25][N:26]([CH2:28][C:29]#[N:30])[CH:27]=3)=[CH:19][N:18]=2)[CH:14]=[CH:15][CH:16]=1)(=[O:10])[CH3:9]. (2) Given the product [Cl:1][C:2]1[CH:3]=[N+:4]([O-:8])[CH:5]=[CH:6][C:7]=1[N+:9]([O-:11])=[O:10], predict the reactants needed to synthesize it. The reactants are: [Cl:1][C:2]1[CH:3]=[N+:4]([O-:8])[CH:5]=[CH:6][CH:7]=1.[N+:9]([O-])([OH:11])=[O:10]. (3) Given the product [OH:26][C:22]1[CH:21]=[C:20]([C:9]2[CH2:10][CH2:11][CH2:12][C:13]3[CH:18]=[C:17]([OH:19])[CH:16]=[CH:15][C:14]=3[C:8]=2[CH2:7][CH2:6][CH2:5][CH2:4][CH2:3][CH2:2][N:28]([CH3:27])[CH2:29][CH2:30][CH2:31][S:32]([CH2:34][CH2:35][C:36]([F:42])([F:41])[C:37]([F:38])([F:39])[F:40])=[O:33])[CH:25]=[CH:24][CH:23]=1, predict the reactants needed to synthesize it. The reactants are: Br[CH2:2][CH2:3][CH2:4][CH2:5][CH2:6][CH2:7][C:8]1[C:14]2[CH:15]=[CH:16][C:17]([OH:19])=[CH:18][C:13]=2[CH2:12][CH2:11][CH2:10][C:9]=1[C:20]1[CH:25]=[CH:24][CH:23]=[C:22]([OH:26])[CH:21]=1.[CH3:27][NH:28][CH2:29][CH2:30][CH2:31][S:32]([CH2:34][CH2:35][C:36]([F:42])([F:41])[C:37]([F:40])([F:39])[F:38])=[O:33]. (4) Given the product [CH3:1][O:2][C:3](=[O:13])[C:4]1[CH:9]=[CH:8][C:7]([CH:10]=[O:11])=[CH:6][C:5]=1[CH3:12], predict the reactants needed to synthesize it. The reactants are: [CH3:1][O:2][C:3](=[O:13])[C:4]1[CH:9]=[CH:8][C:7]([CH2:10][OH:11])=[CH:6][C:5]=1[CH3:12].C(=O)(O)[O-].[Na+].CC(OI1(OC(C)=O)(OC(C)=O)OC(=O)C2C=CC=CC1=2)=O. (5) Given the product [Cl:1][C:2]1[N:7]=[CH:6][C:5]([CH2:8][N:9]([CH2:14][CH2:15][CH3:16])[CH2:10][CH2:11][OH:12])=[CH:4][CH:3]=1, predict the reactants needed to synthesize it. The reactants are: [Cl:1][C:2]1[N:7]=[CH:6][C:5]([CH2:8][NH:9][CH2:10][CH2:11][OH:12])=[CH:4][CH:3]=1.I[CH2:14][CH2:15][CH3:16].C(N(CC)CC)C. (6) Given the product [Cl:23][C:24]1[CH:25]=[C:26]([CH:29]=[CH:30][CH:31]=1)[CH2:27][NH:28][C:20]([C:17]1[CH:16]=[CH:15][C:14]([C:3]2[CH:4]=[C:5]([C:8]3[O:9][C:10]([CH3:13])=[N:11][N:12]=3)[CH:6]=[CH:7][C:2]=2[CH3:1])=[CH:19][CH:18]=1)=[O:22], predict the reactants needed to synthesize it. The reactants are: [CH3:1][C:2]1[CH:7]=[CH:6][C:5]([C:8]2[O:9][C:10]([CH3:13])=[N:11][N:12]=2)=[CH:4][C:3]=1[C:14]1[CH:19]=[CH:18][C:17]([C:20]([OH:22])=O)=[CH:16][CH:15]=1.[Cl:23][C:24]1[CH:25]=[C:26]([CH:29]=[CH:30][CH:31]=1)[CH2:27][NH2:28].